This data is from NCI-60 drug combinations with 297,098 pairs across 59 cell lines. The task is: Regression. Given two drug SMILES strings and cell line genomic features, predict the synergy score measuring deviation from expected non-interaction effect. (1) Drug 1: CCCS(=O)(=O)NC1=C(C(=C(C=C1)F)C(=O)C2=CNC3=C2C=C(C=N3)C4=CC=C(C=C4)Cl)F. Drug 2: C1CCN(CC1)CCOC2=CC=C(C=C2)C(=O)C3=C(SC4=C3C=CC(=C4)O)C5=CC=C(C=C5)O. Cell line: A549. Synergy scores: CSS=6.11, Synergy_ZIP=0.539, Synergy_Bliss=5.33, Synergy_Loewe=1.51, Synergy_HSA=2.07. (2) Drug 1: C1=CC(=CC=C1CCC2=CNC3=C2C(=O)NC(=N3)N)C(=O)NC(CCC(=O)O)C(=O)O. Drug 2: CC1=C2C(C(=O)C3(C(CC4C(C3C(C(C2(C)C)(CC1OC(=O)C(C(C5=CC=CC=C5)NC(=O)C6=CC=CC=C6)O)O)OC(=O)C7=CC=CC=C7)(CO4)OC(=O)C)O)C)OC(=O)C. Cell line: 786-0. Synergy scores: CSS=28.8, Synergy_ZIP=-10.1, Synergy_Bliss=-13.8, Synergy_Loewe=-12.1, Synergy_HSA=-8.57.